Dataset: Forward reaction prediction with 1.9M reactions from USPTO patents (1976-2016). Task: Predict the product of the given reaction. (1) Given the reactants [CH3:1][C:2]([C:14]1[N:18]([CH3:19])[C:17]([C:20]2[CH:25]=[CH:24][CH:23]=[CH:22][C:21]=2[C:26]([F:29])([F:28])[F:27])=[N:16][N:15]=1)([O:4][C:5]1[CH:13]=[CH:12][C:8]([C:9]([OH:11])=[O:10])=[CH:7][CH:6]=1)[CH3:3].S(=O)(=O)(O)O.[CH3:35]O, predict the reaction product. The product is: [CH3:3][C:2]([C:14]1[N:18]([CH3:19])[C:17]([C:20]2[CH:25]=[CH:24][CH:23]=[CH:22][C:21]=2[C:26]([F:28])([F:29])[F:27])=[N:16][N:15]=1)([O:4][C:5]1[CH:13]=[CH:12][C:8]([C:9]([O:11][CH3:35])=[O:10])=[CH:7][CH:6]=1)[CH3:1]. (2) Given the reactants C([N:14]1[CH2:17][CH:16]([O:18][CH:19]([C:30]2[CH:35]=[CH:34][C:33]([S:36][CH3:37])=[CH:32][CH:31]=2)[C:20]2[CH:25]=[CH:24][CH:23]=[CH:22][C:21]=2[C:26]([F:29])([F:28])[F:27])[CH2:15]1)(C1C=CC=CC=1)C1C=CC=CC=1.Cl.[Cl:39]C1C=CC=CC=1C(OC1CNC1)C1C=CC(Cl)=CC=1, predict the reaction product. The product is: [ClH:39].[F:29][C:26]([F:27])([F:28])[C:21]1[CH:22]=[CH:23][CH:24]=[CH:25][C:20]=1[CH:19]([O:18][CH:16]1[CH2:17][NH:14][CH2:15]1)[C:30]1[CH:35]=[CH:34][C:33]([S:36][CH3:37])=[CH:32][CH:31]=1. (3) The product is: [NH2:1][C:2]([C@@H:4]1[C@H:8]([C:9]2[CH:14]=[CH:13][CH:12]=[CH:11][N:10]=2)[N:7]([C:30](=[O:31])[C:29]2[CH:33]=[CH:34][C:35]([C:36]([CH3:37])([CH3:38])[CH3:39])=[C:27]([Br:26])[CH:28]=2)[C@:6]([CH2:22][CH:23]([CH3:25])[CH3:24])([C:15]([O:17][C:18]([CH3:19])([CH3:20])[CH3:21])=[O:16])[CH2:5]1)=[O:3]. Given the reactants [NH2:1][C:2]([C@@H:4]1[C@H:8]([C:9]2[CH:14]=[CH:13][CH:12]=[CH:11][N:10]=2)[NH:7][C@:6]([CH2:22][CH:23]([CH3:25])[CH3:24])([C:15]([O:17][C:18]([CH3:21])([CH3:20])[CH3:19])=[O:16])[CH2:5]1)=[O:3].[Br:26][C:27]1[CH:28]=[C:29]([CH:33]=[CH:34][C:35]=1[C:36]([CH3:39])([CH3:38])[CH3:37])[C:30](Cl)=[O:31].NC([C@@H]1[C@H](C2SC=CN=2)N(C(=O)C2C=CC(C(C)(C)C)=CC=2)[C@](CC(C)C)(C(OC(C)(C)C)=O)C1)=O, predict the reaction product. (4) Given the reactants FC(F)(F)S(O[CH:7]1[CH:11]=[C:10]([O:12][CH3:13])[C:9](=[CH:14][C:15]2[NH:16][C:17]3[C:22]([CH:23]=2)=[CH:21][CH:20]=[CH:19][CH:18]=3)[NH:8]1)(=O)=O.C(OC([N:33]1[CH:37]=[CH:36][CH:35]=[C:34]1B(O)O)=O)(C)(C)C.C(=O)([O-])[O-].[K+].[K+].O1CCOCC1, predict the reaction product. The product is: [CH3:13][O:12][CH:10]1[C:9](=[CH:14][C:15]2[NH:16][C:17]3[C:22]([CH:23]=2)=[CH:21][CH:20]=[CH:19][CH:18]=3)[NH:8][C:7]([C:34]2[NH:33][CH:37]=[CH:36][CH:35]=2)=[CH:11]1. (5) The product is: [CH3:10][C:9]1[CH:8]=[C:5]([CH:4]=[C:3]([CH3:11])[C:2]=1[O:1][CH2:19][C@@H:20]1[CH2:21][CH2:22][C:23](=[O:25])[NH:24]1)[CH:6]=[O:7]. Given the reactants [OH:1][C:2]1[C:9]([CH3:10])=[CH:8][C:5]([CH:6]=[O:7])=[CH:4][C:3]=1[CH3:11].C([O-])([O-])=O.[K+].[K+].Br[CH2:19][C@H:20]1[NH:24][C:23](=[O:25])[CH2:22][CH2:21]1, predict the reaction product. (6) Given the reactants [Cl-].[Al+3].[Cl-].[Cl-].[F:5][C:6]1[CH:11]=[CH:10][CH:9]=[CH:8][CH:7]=1.[C:12]1(=[O:19])[O:18][C:16](=[O:17])[CH2:15][CH2:14][CH2:13]1, predict the reaction product. The product is: [F:5][C:6]1[CH:11]=[CH:10][C:9]([C:12](=[O:19])[CH2:13][CH2:14][CH2:15][C:16]([OH:18])=[O:17])=[CH:8][CH:7]=1.